Predict the reaction yield, written as a fraction of the theoretical maximum amount of product (1.0 means a 100% yield; for example, 0.34 means a 34% yield). From a dataset of Reaction yield outcomes from USPTO patents with 853,638 reactions. (1) The reactants are [NH2:1][CH:2]([C:28]1[CH:33]=[CH:32][CH:31]=[CH:30][CH:29]=1)[C:3]([NH:5][CH:6]1[CH2:11][CH2:10][CH2:9][CH:8]([N:12]2[C:21]3[CH:20]=[CH:19][CH:18]=[C:17]([Cl:22])[C:16]=3[C:15]3=[N:23][O:24][C:25]([CH3:26])=[C:14]3[C:13]2=[O:27])[CH2:7]1)=[O:4].Cl.[CH3:35][N:36]1[CH2:41][CH2:40][CH:39]([C:42](O)=[O:43])[CH2:38][CH2:37]1.Cl.CN(C)CCCN=C=NCC.CC1C=C(C)C=C(C)N=1.ON1C2N=CC=CC=2N=N1. The catalyst is CN(C)C=O.C(OCC)(=O)C.O.C([O-])(O)=O.[Na+]. The product is [Cl:22][C:17]1[C:16]2[C:15]3[C:14](=[C:25]([CH3:26])[O:24][N:23]=3)[C:13](=[O:27])[N:12]([CH:8]3[CH2:9][CH2:10][CH2:11][CH:6]([NH:5][C:3]([CH:2]([NH:1][C:42]([CH:39]4[CH2:40][CH2:41][N:36]([CH3:35])[CH2:37][CH2:38]4)=[O:43])[C:28]4[CH:29]=[CH:30][CH:31]=[CH:32][CH:33]=4)=[O:4])[CH2:7]3)[C:21]=2[CH:20]=[CH:19][CH:18]=1. The yield is 0.740. (2) The reactants are C(O)(C(F)(F)F)=O.[F:8][C:9]1[CH:10]=[C:11]([NH:19][C:20]([C@H:22]2[C:31]3[C:26](=[CH:27][C:28]([O:32][CH3:33])=[CH:29][CH:30]=3)[CH2:25][CH2:24][N:23]2[C:34]([C@@H:36]2[CH2:39][C@H:38]([CH2:40][C:41]([O:43]C(C)(C)C)=[O:42])[CH2:37]2)=[O:35])=[O:21])[CH:12]=[CH:13][C:14]=1[Si:15]([CH3:18])([CH3:17])[CH3:16].C(=O)([O-])O.[Na+]. The catalyst is O.C(#N)C. The product is [F:8][C:9]1[CH:10]=[C:11]([NH:19][C:20]([C@H:22]2[C:31]3[C:26](=[CH:27][C:28]([O:32][CH3:33])=[CH:29][CH:30]=3)[CH2:25][CH2:24][N:23]2[C:34]([C@@H:36]2[CH2:39][C@H:38]([CH2:40][C:41]([OH:43])=[O:42])[CH2:37]2)=[O:35])=[O:21])[CH:12]=[CH:13][C:14]=1[Si:15]([CH3:16])([CH3:17])[CH3:18]. The yield is 0.325. (3) The reactants are [Br:1][C:2]1[CH:10]=[CH:9][C:5]([C:6]([OH:8])=[O:7])=[C:4]([CH3:11])[CH:3]=1.S(=O)(=O)(O)O.[CH3:17]O. No catalyst specified. The product is [Br:1][C:2]1[CH:10]=[CH:9][C:5]([C:6]([O:8][CH3:17])=[O:7])=[C:4]([CH3:11])[CH:3]=1. The yield is 0.950. (4) The reactants are Cl[C:2]1[S:6][C:5]([S:7]([NH:10][C:11]2[C:19]3[C:14](=[CH:15][CH:16]=[CH:17][C:18]=3[O:20][CH3:21])[N:13]([CH2:22][C:23]3[CH:24]=[C:25]([CH2:29][NH:30][C:31](=[O:33])[CH3:32])[CH:26]=[CH:27][CH:28]=3)[N:12]=2)(=[O:9])=[O:8])=[CH:4][CH:3]=1.[H-].[Al+3].[Li+].[H-].[H-].[H-]. The catalyst is C1COCC1. The product is [CH3:21][O:20][C:18]1[CH:17]=[CH:16][CH:15]=[C:14]2[C:19]=1[C:11]([NH:10][S:7]([C:5]1[S:6][CH:2]=[CH:3][CH:4]=1)(=[O:8])=[O:9])=[N:12][N:13]2[CH2:22][C:23]1[CH:24]=[C:25]([CH2:29][NH:30][C:31](=[O:33])[CH3:32])[CH:26]=[CH:27][CH:28]=1. The yield is 0.640. (5) The reactants are Br[C:2]1[S:6][C:5]([CH:7]=[CH:8][C:9]([O:11][CH3:12])=[O:10])=[CH:4][CH:3]=1.[C:13]([CH2:22][N-:23][CH2:24][C:25]1[CH:30]=[CH:29][CH:28]=[C:27](B2OC(C)(C)C(C)(C)O2)[CH:26]=1)(=O)[CH2:14][CH2:15][CH2:16][CH2:17][CH2:18][CH2:19]C.[OH2:40].[CH3:41]N(C)C=O. The catalyst is P([O-])([O-])([O-])=O.[K+].[K+].[K+].C1C=CC([P]([Pd]([P](C2C=CC=CC=2)(C2C=CC=CC=2)C2C=CC=CC=2)([P](C2C=CC=CC=2)(C2C=CC=CC=2)C2C=CC=CC=2)[P](C2C=CC=CC=2)(C2C=CC=CC=2)C2C=CC=CC=2)(C2C=CC=CC=2)C2C=CC=CC=2)=CC=1. The product is [CH3:41][N:23]([CH2:24][C:25]1[CH:26]=[C:27]([C:2]2[S:6][C:5]([CH:7]=[CH:8][C:9]([O:11][CH3:12])=[O:10])=[CH:4][CH:3]=2)[CH:28]=[CH:29][CH:30]=1)[C:22](=[O:40])[CH2:13][CH2:14][CH2:15][CH2:16][CH2:17][CH2:18][CH3:19]. The yield is 0.650. (6) The reactants are [F:1][C:2]1[CH:7]=[CH:6][C:5](B(O)O)=[CH:4][CH:3]=1.Br[C:12]1[S:13][CH:14]=[CH:15][N:16]=1.C([O-])([O-])=O.[Na+].[Na+]. The catalyst is C1(C)C=CC=CC=1.C(O)C.C1C=CC([P]([Pd]([P](C2C=CC=CC=2)(C2C=CC=CC=2)C2C=CC=CC=2)([P](C2C=CC=CC=2)(C2C=CC=CC=2)C2C=CC=CC=2)[P](C2C=CC=CC=2)(C2C=CC=CC=2)C2C=CC=CC=2)(C2C=CC=CC=2)C2C=CC=CC=2)=CC=1. The product is [F:1][C:2]1[CH:7]=[CH:6][C:5]([C:12]2[S:13][CH:14]=[CH:15][N:16]=2)=[CH:4][CH:3]=1. The yield is 0.820. (7) The reactants are [NH2:1][C:2]1[CH:7]=[C:6]([F:8])[C:5]([N+:9]([O-:11])=[O:10])=[CH:4][C:3]=1[C:12]#[C:13][C:14]([CH3:22])([CH3:21])[CH2:15][C:16]([O:18][CH2:19][CH3:20])=[O:17].C(OCC)(=O)C. The catalyst is CC#N.Cl[Pd]Cl. The product is [F:8][C:6]1[CH:7]=[C:2]2[C:3]([CH:12]=[C:13]([C:14]([CH3:21])([CH3:22])[CH2:15][C:16]([O:18][CH2:19][CH3:20])=[O:17])[NH:1]2)=[CH:4][C:5]=1[N+:9]([O-:11])=[O:10]. The yield is 0.980. (8) The reactants are [C:1]1([CH2:7][C:8]([OH:10])=O)[CH:6]=[CH:5][CH:4]=[CH:3][CH:2]=1.C(Cl)(=O)C(Cl)=O.[F:17][C:18]1[CH:23]=[CH:22][C:21]([O:24]C)=[CH:20][CH:19]=1.[Al+3].[Cl-].[Cl-].[Cl-]. The catalyst is ClCCl.CN(C=O)C. The product is [F:17][C:18]1[CH:19]=[CH:20][C:21]([OH:24])=[C:22]([C:8](=[O:10])[CH2:7][C:1]2[CH:2]=[CH:3][CH:4]=[CH:5][CH:6]=2)[CH:23]=1. The yield is 0.560.